The task is: Predict the reactants needed to synthesize the given product.. This data is from Full USPTO retrosynthesis dataset with 1.9M reactions from patents (1976-2016). Given the product [CH3:19][NH:20][C:13]1[CH:12]=[CH:11][C:10]2[CH2:9][NH:8][CH2:17][CH2:16][C:15]=2[N:14]=1, predict the reactants needed to synthesize it. The reactants are: C([N:8]1[CH2:17][CH2:16][C:15]2[N:14]=[C:13](Cl)[CH:12]=[CH:11][C:10]=2[CH2:9]1)C1C=CC=CC=1.[CH3:19][NH2:20].